From a dataset of Full USPTO retrosynthesis dataset with 1.9M reactions from patents (1976-2016). Predict the reactants needed to synthesize the given product. (1) Given the product [O:32]=[C:10]([N:9]1[CH2:8][CH2:44][N:39]([C:33]2[CH:38]=[CH:37][CH:36]=[CH:35][CH:34]=2)[CH2:40][CH2:41]1)[CH2:11][C@@H:12]1[CH2:23][CH:22]=[CH:21][CH2:20][CH2:19][C:18](=[O:24])[O:17][C@H:16]([C:25]2[CH:30]=[CH:29][CH:28]=[CH:27][CH:26]=2)[CH2:15][NH:14][C:13]1=[O:31], predict the reactants needed to synthesize it. The reactants are: ClC1N=CC([CH2:8][NH:9][C:10](=[O:32])[CH2:11][C@@H:12]2[CH2:23][CH:22]=[CH:21][CH2:20][CH2:19][C:18](=[O:24])[O:17][C@H:16]([C:25]3[CH:30]=[CH:29][CH:28]=[CH:27][CH:26]=3)[CH2:15][NH:14][C:13]2=[O:31])=CC=1.[C:33]1([N:39]2[CH2:44]CN[CH2:41][CH2:40]2)[CH:38]=[CH:37][CH:36]=[CH:35][CH:34]=1. (2) Given the product [CH3:1][N:2]1[CH2:7][CH2:6][N:5]([CH2:8][CH2:9][CH2:10][SH:14])[CH2:4][CH2:3]1, predict the reactants needed to synthesize it. The reactants are: [CH3:1][N:2]1[CH2:7][CH2:6][N:5]([CH2:8][CH2:9][CH2:10]Cl)[CH2:4][CH2:3]1.NC(N)=[S:14].[OH-].[Na+]. (3) Given the product [Cl:4][CH2:33][C:26]1[C:27]2[O:31][CH:30]=[CH:29][C:28]=2[CH:32]=[C:24]([S:21]([C:15]2[CH:16]=[C:17]([CH3:20])[CH:18]=[CH:19][C:14]=2[O:13][CH3:12])(=[O:23])=[O:22])[CH:25]=1, predict the reactants needed to synthesize it. The reactants are: C(Cl)(=O)C([Cl:4])=O.CN(C=O)C.[CH3:12][O:13][C:14]1[CH:19]=[CH:18][C:17]([CH3:20])=[CH:16][C:15]=1[S:21]([C:24]1[CH:25]=[C:26]([CH2:33]O)[C:27]2[O:31][CH:30]=[CH:29][C:28]=2[CH:32]=1)(=[O:23])=[O:22]. (4) Given the product [C:1]1([C@H:7]([NH:9][C@@H:10]2[CH2:19][CH2:18][C:13]3([O:17][CH2:16][CH2:15][O:14]3)[CH2:12][C@@H:11]2[C:20]([O:22][CH2:23][CH3:24])=[O:21])[CH3:8])[CH:6]=[CH:5][CH:4]=[CH:3][CH:2]=1.[C:31]1([CH3:41])[CH:32]=[CH:33][C:34]([S:37]([OH:40])(=[O:38])=[O:39])=[CH:35][CH:36]=1, predict the reactants needed to synthesize it. The reactants are: [C:1]1([C@H:7]([NH:9][C@@H:10]2[CH2:19][CH2:18][C:13]3([O:17][CH2:16][CH2:15][O:14]3)[CH2:12][C@@H:11]2[C:20]([O:22][CH2:23][CH3:24])=[O:21])[CH3:8])[CH:6]=[CH:5][CH:4]=[CH:3][CH:2]=1.CCOCC.O.[C:31]1([CH3:41])[CH:36]=[CH:35][C:34]([S:37]([OH:40])(=[O:39])=[O:38])=[CH:33][CH:32]=1. (5) The reactants are: [CH2:1]([N:5]([CH2:33][CH2:34][CH2:35][CH3:36])C1N=C(C2C=CC(C(O)=O)=CC=2C(N2CCC3C(=CC=CC=3)C2)=O)C=CN=1)[CH2:2][CH2:3][CH3:4].Cl[C:38]1[N:43]=[C:42]([C:44]2[CH:53]=[CH:52][C:47]([C:48]([O:50]C)=[O:49])=[CH:46][C:45]=2[C:54]([O:56][C:57]([CH3:60])([CH3:59])[CH3:58])=[O:55])[CH:41]=[CH:40][N:39]=1. Given the product [C:57]([O:56][C:54]([C:45]1[CH:46]=[C:47]([CH:52]=[CH:53][C:44]=1[C:42]1[CH:41]=[CH:40][N:39]=[C:38]([N:5]([CH2:33][CH2:34][CH2:35][CH3:36])[CH2:1][CH2:2][CH2:3][CH3:4])[N:43]=1)[C:48]([OH:50])=[O:49])=[O:55])([CH3:58])([CH3:59])[CH3:60], predict the reactants needed to synthesize it. (6) The reactants are: [CH2:1]([C@H:8]([NH:31][C:32](=[O:38])[O:33][C:34](C)([CH3:36])[CH3:35])[C@@H:9]([OH:30])[CH:10]([NH:18][S:19]([C:22]1[CH:27]=[CH:26][C:25]([O:28][CH3:29])=[CH:24][CH:23]=1)(=[O:21])=[O:20])[O:11][CH:12]1[CH2:17][CH2:16][CH2:15][CH2:14][CH2:13]1)[C:2]1[CH:7]=[CH:6][CH:5]=[CH:4][CH:3]=1.[C:39](=O)(O[C@H]1CCOC1)[O:40]N1C(=O)CCC1=O.C(O)(=O)C. Given the product [CH2:1]([C@H:8]([NH:31][C:32](=[O:38])[O:33][C@H:34]1[CH2:36][CH2:39][O:40][CH2:35]1)[C@@H:9]([OH:30])[CH:10]([NH:18][S:19]([C:22]1[CH:27]=[CH:26][C:25]([O:28][CH3:29])=[CH:24][CH:23]=1)(=[O:21])=[O:20])[O:11][CH:12]1[CH2:17][CH2:16][CH2:15][CH2:14][CH2:13]1)[C:2]1[CH:7]=[CH:6][CH:5]=[CH:4][CH:3]=1, predict the reactants needed to synthesize it.